Dataset: Peptide-MHC class II binding affinity with 134,281 pairs from IEDB. Task: Regression. Given a peptide amino acid sequence and an MHC pseudo amino acid sequence, predict their binding affinity value. This is MHC class II binding data. (1) The peptide sequence is WLDAKSTWYGKPTAA. The MHC is DRB1_0901 with pseudo-sequence DRB1_0901. The binding affinity (normalized) is 0.193. (2) The peptide sequence is QVVLSSMINPLVMST. The MHC is DRB5_0101 with pseudo-sequence DRB5_0101. The binding affinity (normalized) is 0.445. (3) The MHC is HLA-DQA10501-DQB10201 with pseudo-sequence HLA-DQA10501-DQB10201. The peptide sequence is EKKYFQATQFEPLAA. The binding affinity (normalized) is 0.393. (4) The peptide sequence is SHLNAMSKVRKDISE. The MHC is HLA-DQA10303-DQB10402 with pseudo-sequence HLA-DQA10303-DQB10402. The binding affinity (normalized) is 0.176. (5) The peptide sequence is FGSMPALTIACMTVQ. The MHC is H-2-IAb with pseudo-sequence H-2-IAb. The binding affinity (normalized) is 0.116. (6) The peptide sequence is DAYVATLTEALRVIA. The MHC is DRB1_1602 with pseudo-sequence DRB1_1602. The binding affinity (normalized) is 0.482. (7) The peptide sequence is INVGFKAAVAAAAGV. The MHC is HLA-DQA10401-DQB10402 with pseudo-sequence HLA-DQA10401-DQB10402. The binding affinity (normalized) is 0.166.